Dataset: Full USPTO retrosynthesis dataset with 1.9M reactions from patents (1976-2016). Task: Predict the reactants needed to synthesize the given product. (1) Given the product [C:1]([CH2:3][C:4]1([N:15]2[CH2:16][CH2:17][CH:18]([N:21]([C@@H:28]3[CH2:30][C@H:29]3[C:31]3[CH:36]=[CH:35][CH:34]=[CH:33][CH:32]=3)[C:22](=[O:27])[C:23]([F:26])([F:24])[F:25])[CH2:19][CH2:20]2)[CH2:5][NH:6][CH2:7]1)#[N:2], predict the reactants needed to synthesize it. The reactants are: [C:1]([CH2:3][C:4]1([N:15]2[CH2:20][CH2:19][CH:18]([N:21]([C@@H:28]3[CH2:30][C@H:29]3[C:31]3[CH:36]=[CH:35][CH:34]=[CH:33][CH:32]=3)[C:22](=[O:27])[C:23]([F:26])([F:25])[F:24])[CH2:17][CH2:16]2)[CH2:7][N:6](C(OC(C)(C)C)=O)[CH2:5]1)#[N:2].FC(F)(F)C(O)=O. (2) Given the product [F:18][C:19]1[CH:24]=[CH:23][C:22]([C:14]([C:11]2([CH3:17])[CH2:10][CH2:9][NH:8][CH2:13][CH2:12]2)=[O:16])=[CH:21][CH:20]=1, predict the reactants needed to synthesize it. The reactants are: C([N:8]1[CH2:13][CH2:12][C:11]([CH3:17])([C:14]([OH:16])=O)[CH2:10][CH2:9]1)(OC(C)(C)C)=O.[F:18][C:19]1[CH:24]=[CH:23][C:22](B(O)O)=[CH:21][CH:20]=1.C(OC(=O)C(C)(C)C)(=O)C(C)(C)C.O. (3) Given the product [CH3:2][O:3][CH:4]=[CH:36][C:34]1[CH:33]=[CH:32][C:31]2[C:27]([CH2:26][CH2:25][C:23]3[N:24]=[C:20]([C:14]4[CH:15]=[CH:16][CH:17]=[CH:18][CH:19]=4)[O:21][C:22]=3[CH3:38])=[N:28][O:29][C:30]=2[CH:35]=1, predict the reactants needed to synthesize it. The reactants are: [Cl-].[CH3:2][O:3][CH2:4][PH3+].C([N-]C(C)C)(C)C.[Li+].[C:14]1([C:20]2[O:21][C:22]([CH3:38])=[C:23]([CH2:25][CH2:26][C:27]3[C:31]4[CH:32]=[CH:33][C:34]([CH:36]=O)=[CH:35][C:30]=4[O:29][N:28]=3)[N:24]=2)[CH:19]=[CH:18][CH:17]=[CH:16][CH:15]=1.[Cl-].[NH4+].